Dataset: Peptide-MHC class I binding affinity with 185,985 pairs from IEDB/IMGT. Task: Regression. Given a peptide amino acid sequence and an MHC pseudo amino acid sequence, predict their binding affinity value. This is MHC class I binding data. (1) The peptide sequence is KEPQKPLVL. The MHC is HLA-B44:02 with pseudo-sequence HLA-B44:02. The binding affinity (normalized) is 0.0942. (2) The binding affinity (normalized) is 0.0147. The MHC is HLA-A33:01 with pseudo-sequence HLA-A33:01. The peptide sequence is AITPTIEDDK. (3) The peptide sequence is NLKAMLYIIR. The MHC is HLA-A68:01 with pseudo-sequence HLA-A68:01. The binding affinity (normalized) is 0.506. (4) The peptide sequence is GLFRAAVCTR. The MHC is Patr-A0101 with pseudo-sequence Patr-A0101. The binding affinity (normalized) is 0.780. (5) The peptide sequence is MMFDAMGAL. The binding affinity (normalized) is 0.898. The MHC is HLA-A02:16 with pseudo-sequence HLA-A02:16. (6) The peptide sequence is ELRDYFEQI. The MHC is HLA-B15:01 with pseudo-sequence HLA-B15:01. The binding affinity (normalized) is 0.289. (7) The peptide sequence is SFGGASCCLY. The MHC is HLA-A68:01 with pseudo-sequence HLA-A68:01. The binding affinity (normalized) is 0.520. (8) The peptide sequence is APGSPTNLEF. The MHC is HLA-B07:02 with pseudo-sequence HLA-B07:02. The binding affinity (normalized) is 0.631. (9) The MHC is HLA-A02:03 with pseudo-sequence HLA-A02:03. The binding affinity (normalized) is 0.377. The peptide sequence is AINVFTNSQI.